Dataset: Peptide-MHC class II binding affinity with 134,281 pairs from IEDB. Task: Regression. Given a peptide amino acid sequence and an MHC pseudo amino acid sequence, predict their binding affinity value. This is MHC class II binding data. (1) The peptide sequence is PEVKYAVFEAALTKA. The MHC is HLA-DPA10201-DPB10101 with pseudo-sequence HLA-DPA10201-DPB10101. The binding affinity (normalized) is 0.622. (2) The peptide sequence is TISSYFVGKMYFNLIDTK. The MHC is DRB1_0701 with pseudo-sequence DRB1_0701. The binding affinity (normalized) is 0.479. (3) The peptide sequence is ASLTEALRVIAGALE. The MHC is HLA-DPA10201-DPB11401 with pseudo-sequence HLA-DPA10201-DPB11401. The binding affinity (normalized) is 0.433.